From a dataset of Reaction yield outcomes from USPTO patents with 853,638 reactions. Predict the reaction yield, written as a fraction of the theoretical maximum amount of product (1.0 means a 100% yield; for example, 0.34 means a 34% yield). The reactants are NC1C=CC(C#N)=CC=1[NH:10][CH2:11][CH2:12][N:13]1[CH2:18][CH2:17][O:16][CH2:15][CH2:14]1.CO[C:21]1[CH:22]=[C:23]([CH:26]=[CH:27][C:28]=1[N+:29]([O-:31])=[O:30])[C:24]#[N:25].NCCN1CCOCC1. The catalyst is CCOC(C)=O. The product is [N:13]1([CH2:12][CH2:11][NH:10][C:21]2[CH:22]=[C:23]([CH:26]=[CH:27][C:28]=2[N+:29]([O-:31])=[O:30])[C:24]#[N:25])[CH2:18][CH2:17][O:16][CH2:15][CH2:14]1. The yield is 0.890.